Task: Predict the reaction yield, written as a fraction of the theoretical maximum amount of product (1.0 means a 100% yield; for example, 0.34 means a 34% yield).. Dataset: Reaction yield outcomes from USPTO patents with 853,638 reactions The product is [Cl:1][C:2]1[CH:10]=[C:9]2[C:5]([CH:6]=[C:7]([CH:11]=[O:12])[NH:8]2)=[CH:4][CH:3]=1. The yield is 0.620. The catalyst is C1COCC1.[O-2].[Mn+4].[O-2]. The reactants are [Cl:1][C:2]1[CH:10]=[C:9]2[C:5]([CH:6]=[C:7]([CH2:11][OH:12])[NH:8]2)=[CH:4][CH:3]=1.